Predict the product of the given reaction. From a dataset of Forward reaction prediction with 1.9M reactions from USPTO patents (1976-2016). (1) Given the reactants [CH3:1][O:2][C:3](=[O:12])[CH2:4][C:5]1[CH:10]=[CH:9][CH:8]=[C:7](Br)[CH:6]=1.[C:13]1(B(O)O)[CH:18]=[CH:17][CH:16]=[CH:15][CH:14]=1.C(=O)([O-])[O-].[Na+].[Na+].[Cl-].[NH4+], predict the reaction product. The product is: [CH3:1][O:2][C:3](=[O:12])[CH2:4][C:5]1[CH:6]=[C:7]([C:13]2[CH:18]=[CH:17][CH:16]=[CH:15][CH:14]=2)[CH:8]=[CH:9][CH:10]=1. (2) Given the reactants Cl.[CH2:2]([S:9][CH2:10][C@:11]([CH3:28])([NH:14][C@H:15]([C:22]1[CH:27]=[CH:26][CH:25]=[CH:24][CH:23]=1)[CH2:16][O:17][Si](C)(C)C)[C:12]#N)[C:3]1[CH:8]=[CH:7][CH:6]=[CH:5][CH:4]=1.C(Cl)Cl.[OH2:32], predict the reaction product. The product is: [CH2:2]([S:9][CH2:10][C@@:11]1([CH3:28])[C:12](=[O:32])[O:17][CH2:16][C@@H:15]([C:22]2[CH:27]=[CH:26][CH:25]=[CH:24][CH:23]=2)[NH:14]1)[C:3]1[CH:8]=[CH:7][CH:6]=[CH:5][CH:4]=1. (3) Given the reactants [Cl:1][C:2]1[C:6]([Cl:7])=[C:5]([CH3:8])[NH:4][C:3]=1[C:9]([NH:11][CH:12]1[CH2:17][CH2:16][N:15]([C:18]2[S:19][C:20]([C:35]([O:37][CH2:38][CH3:39])=[O:36])=[C:21]([CH2:23][N:24]3C(=O)C4C(=CC=CC=4)C3=O)[N:22]=2)[CH2:14][CH2:13]1)=[O:10].O.NN, predict the reaction product. The product is: [NH2:24][CH2:23][C:21]1[N:22]=[C:18]([N:15]2[CH2:14][CH2:13][CH:12]([NH:11][C:9]([C:3]3[NH:4][C:5]([CH3:8])=[C:6]([Cl:7])[C:2]=3[Cl:1])=[O:10])[CH2:17][CH2:16]2)[S:19][C:20]=1[C:35]([O:37][CH2:38][CH3:39])=[O:36]. (4) Given the reactants Cl[C:2]1[N:10]=[CH:9][N:8]=[C:7]2[C:3]=1[N:4]=[C:5]([C:18]1[CH:23]=[CH:22][CH:21]=[CH:20][C:19]=1[Cl:24])[N:6]2[C:11]1[CH:16]=[CH:15][C:14]([Cl:17])=[CH:13][CH:12]=1.[C:25]1([C:31]2([NH:37][C:38](=[O:44])[O:39][C:40]([CH3:43])([CH3:42])[CH3:41])[CH2:36][CH2:35][NH:34][CH2:33][CH2:32]2)[CH:30]=[CH:29][CH:28]=[CH:27][CH:26]=1.C(N(CC)CC)C, predict the reaction product. The product is: [Cl:24][C:19]1[CH:20]=[CH:21][CH:22]=[CH:23][C:18]=1[C:5]1[N:6]([C:11]2[CH:16]=[CH:15][C:14]([Cl:17])=[CH:13][CH:12]=2)[C:7]2[C:3]([N:4]=1)=[C:2]([N:34]1[CH2:33][CH2:32][C:31]([NH:37][C:38](=[O:44])[O:39][C:40]([CH3:42])([CH3:41])[CH3:43])([C:25]3[CH:30]=[CH:29][CH:28]=[CH:27][CH:26]=3)[CH2:36][CH2:35]1)[N:10]=[CH:9][N:8]=2. (5) Given the reactants [C:1](/[C:3](=[C:5]1/[C:6]2[CH:35]=[CH:34][CH:33]=[CH:32][C:7]=2[O:8][CH2:9][C:10]2[CH:15]=[C:14]([CH2:16][N:17]3[C:21]4[CH:22]=[CH:23][CH:24]=[C:25]([C:26](O)=[O:27])[C:20]=4[N:19]=[C:18]3[CH2:29][CH2:30][CH3:31])[CH:13]=[CH:12][C:11]/1=2)/[CH3:4])#[N:2].[NH2:36][CH2:37][CH2:38][OH:39].C(N=C=NCCCN(C)C)C.ON1C2C=CC=CC=2N=N1.C(=O)([O-])O.[Na+], predict the reaction product. The product is: [OH:39][CH2:38][CH2:37][NH:36][C:26]([C:25]1[C:20]2[N:19]=[C:18]([CH2:29][CH2:30][CH3:31])[N:17]([CH2:16][C:14]3[CH:13]=[CH:12][C:11]4/[C:5](=[C:3](\[C:1]#[N:2])/[CH3:4])/[C:6]5[CH:35]=[CH:34][CH:33]=[CH:32][C:7]=5[O:8][CH2:9][C:10]=4[CH:15]=3)[C:21]=2[CH:22]=[CH:23][CH:24]=1)=[O:27]. (6) Given the reactants C([O-])([O-])=O.[K+].[K+].[Na+].[I-].Cl[CH2:10][CH2:11][CH2:12][CH2:13][CH2:14][CH2:15][C:16]([C:18]1[CH:23]=[CH:22][CH:21]=[CH:20][C:19]=1[F:24])=[O:17].[CH3:25][CH:26]([CH3:42])[C:27]([NH:29][C:30]1[CH:35]=[CH:34][CH:33]=[C:32]([CH:36]2[CH2:41][CH2:40][NH:39][CH2:38][CH2:37]2)[CH:31]=1)=[O:28], predict the reaction product. The product is: [F:24][C:19]1[CH:20]=[CH:21][CH:22]=[CH:23][C:18]=1[C:16](=[O:17])[CH2:15][CH2:14][CH2:13][CH2:12][CH2:11][CH2:10][N:39]1[CH2:40][CH2:41][CH:36]([C:32]2[CH:31]=[C:30]([NH:29][C:27](=[O:28])[CH:26]([CH3:25])[CH3:42])[CH:35]=[CH:34][CH:33]=2)[CH2:37][CH2:38]1.